From a dataset of Reaction yield outcomes from USPTO patents with 853,638 reactions. Predict the reaction yield, written as a fraction of the theoretical maximum amount of product (1.0 means a 100% yield; for example, 0.34 means a 34% yield). The reactants are Br[C:2]1[CH:9]=[CH:8][C:5]([CH:6]=[O:7])=[CH:4][CH:3]=1.C(N(CC)CC)C.C([O-])(O)=O.[Na+].[C:22]([O:26][C:27]([CH3:30])([CH3:29])[CH3:28])(=[O:25])[CH:23]=[CH2:24]. The catalyst is CN(C=O)C.O.CC([O-])=O.CC([O-])=O.[Pd+2].C1C=CC(P(C2C=CC=CC=2)C2C=CC=CC=2)=CC=1. The product is [C:27]([O:26][C:22](=[O:25])[CH:23]=[CH:24][C:2]1[CH:9]=[CH:8][C:5]([CH:6]=[O:7])=[CH:4][CH:3]=1)([CH3:30])([CH3:29])[CH3:28]. The yield is 0.700.